From a dataset of Peptide-MHC class II binding affinity with 134,281 pairs from IEDB. Regression. Given a peptide amino acid sequence and an MHC pseudo amino acid sequence, predict their binding affinity value. This is MHC class II binding data. (1) The peptide sequence is ITQFILEHRAKGSCKYALPLRIPPSACLSPQ. The MHC is DRB1_0401 with pseudo-sequence DRB1_0401. The binding affinity (normalized) is 0.366. (2) The peptide sequence is LDYLRRMTVFLQGLM. The MHC is HLA-DQA10501-DQB10301 with pseudo-sequence HLA-DQA10501-DQB10301. The binding affinity (normalized) is 0.0471.